The task is: Predict the reaction yield, written as a fraction of the theoretical maximum amount of product (1.0 means a 100% yield; for example, 0.34 means a 34% yield).. This data is from Reaction yield outcomes from USPTO patents with 853,638 reactions. (1) The reactants are [Cl:1][C:2]1[N:7]=[C:6]([C:8]2[S:12][C:11]([CH:13]([CH3:15])[CH3:14])=[N:10][C:9]=2[C:16]2[CH:17]=[C:18]([NH:22][S:23]([C:26]3[C:31](F)=[CH:30][CH:29]=CC=3F)(=[O:25])=[O:24])[CH:19]=[CH:20][CH:21]=2)[CH:5]=[CH:4][N:3]=1.ClC1N=C(C2[S:45]C(C(C)C)=NC=2C2C=C(C=CC=2)N)C=CN=1.S1C=CC=C1S(Cl)(=O)=O. No catalyst specified. The product is [Cl:1][C:2]1[N:7]=[C:6]([C:8]2[S:12][C:11]([CH:13]([CH3:14])[CH3:15])=[N:10][C:9]=2[C:16]2[CH:17]=[C:18]([NH:22][S:23]([C:26]3[S:45][CH:29]=[CH:30][CH:31]=3)(=[O:25])=[O:24])[CH:19]=[CH:20][CH:21]=2)[CH:5]=[CH:4][N:3]=1. The yield is 0.878. (2) The product is [OH:24][C:25]1[C:26]([CH3:32])=[C:27]([NH:28][C:9]2[N:14]=[C:13]([NH:15][C:16]3[CH:21]=[CH:20][CH:19]=[C:18]([OH:22])[C:17]=3[CH3:34])[C:12]([F:23])=[CH:11][N:10]=2)[CH:29]=[CH:30][CH:31]=1. The yield is 0.880. The reactants are OC1C=C(N[C:9]2[N:14]=[C:13]([NH:15][C:16]3[CH:21]=[CH:20][CH:19]=[C:18]([OH:22])[CH:17]=3)[C:12]([F:23])=[CH:11][N:10]=2)C=CC=1.[OH:24][C:25]1[C:26]([CH3:32])=[C:27]([CH:29]=[CH:30][CH:31]=1)[NH2:28].Cl[C:34]1N=C(Cl)C(F)=CN=1. No catalyst specified. (3) The reactants are [NH:1]1[CH2:5][CH2:4][C@@H:3]([OH:6])[CH2:2]1.[C:7]1([C:13]([C:21]2[CH:26]=[CH:25][CH:24]=[CH:23][CH:22]=2)([C:15]2[CH:20]=[CH:19][CH:18]=[CH:17][CH:16]=2)Cl)[CH:12]=[CH:11][CH:10]=[CH:9][CH:8]=1.C(=O)([O-])O.[Na+]. The catalyst is C(#N)C. The product is [C:7]1([C:13]([C:15]2[CH:16]=[CH:17][CH:18]=[CH:19][CH:20]=2)([C:21]2[CH:22]=[CH:23][CH:24]=[CH:25][CH:26]=2)[N:1]2[CH2:5][CH2:4][C@@H:3]([OH:6])[CH2:2]2)[CH:8]=[CH:9][CH:10]=[CH:11][CH:12]=1. The yield is 0.620. (4) The reactants are [CH3:1][O:2][C:3]([C:5]1[NH:6][C:7]2[C:12]([CH:13]=1)=[CH:11][C:10]([CH3:14])=[CH:9][C:8]=2[N+:15]([O-:17])=[O:16])=O.[NH2:18][NH2:19]. The catalyst is CO. The product is [CH3:14][C:10]1[CH:11]=[C:12]2[C:7](=[C:8]([N+:15]([O-:17])=[O:16])[CH:9]=1)[NH:6][C:5]([C:3]1[O:2][CH:1]=[N:18][N:19]=1)=[CH:13]2. The yield is 0.200. (5) The reactants are [CH3:1][C:2]1[CH:3]=[C:4]2[CH:10]=[CH:9][NH:8][C:5]2=[N:6][CH:7]=1.[H-].[Na+].Cl[C:14]1[N:18]([CH3:19])[N:17]=[C:16]([CH3:20])[C:15]=1[CH:21]=[O:22].O. The catalyst is CN(C)C=O. The product is [CH3:19][N:18]1[C:14]([N:8]2[C:5]3=[N:6][CH:7]=[C:2]([CH3:1])[CH:3]=[C:4]3[CH:10]=[CH:9]2)=[C:15]([CH:21]=[O:22])[C:16]([CH3:20])=[N:17]1. The yield is 0.480. (6) The reactants are C([O-])(=O)C.[K+].Br[C:7]1[CH:21]=[CH:20][C:10]([O:11][CH2:12][CH2:13][C:14]2[CH:19]=[CH:18][N:17]=[CH:16][CH:15]=2)=[CH:9][CH:8]=1.[CH3:22][C:23]1([CH3:39])[C:27]([CH3:29])([CH3:28])[O:26][B:25]([B:25]2[O:26][C:27]([CH3:29])([CH3:28])[C:23]([CH3:39])([CH3:22])[O:24]2)[O:24]1. The catalyst is O1CCOCC1.C(OCC)(=O)C.O.Cl[Pd]Cl.C1(P(C2C=CC=CC=2)[C-]2C=CC=C2)C=CC=CC=1.[C-]1(P(C2C=CC=CC=2)C2C=CC=CC=2)C=CC=C1.[Fe+2]. The product is [CH3:22][C:23]1([CH3:39])[C:27]([CH3:29])([CH3:28])[O:26][B:25]([C:7]2[CH:21]=[CH:20][C:10]([O:11][CH2:12][CH2:13][C:14]3[CH:19]=[CH:18][N:17]=[CH:16][CH:15]=3)=[CH:9][CH:8]=2)[O:24]1. The yield is 0.853.